This data is from Peptide-MHC class I binding affinity with 185,985 pairs from IEDB/IMGT. The task is: Regression. Given a peptide amino acid sequence and an MHC pseudo amino acid sequence, predict their binding affinity value. This is MHC class I binding data. (1) The peptide sequence is GIPHPAGLK. The MHC is HLA-B18:01 with pseudo-sequence HLA-B18:01. The binding affinity (normalized) is 0. (2) The peptide sequence is ACADGTRHTY. The MHC is HLA-A30:02 with pseudo-sequence HLA-A30:02. The binding affinity (normalized) is 0.677. (3) The MHC is HLA-B35:01 with pseudo-sequence HLA-B35:01. The binding affinity (normalized) is 0. The peptide sequence is SNFTSTTVK. (4) The peptide sequence is LNPYLAHL. The MHC is H-2-Kb with pseudo-sequence H-2-Kb. The binding affinity (normalized) is 0.739. (5) The MHC is H-2-Db with pseudo-sequence H-2-Db. The peptide sequence is IAKCNLDHS. The binding affinity (normalized) is 0. (6) The peptide sequence is LPFPFLYKFLL. The MHC is HLA-A11:01 with pseudo-sequence HLA-A11:01. The binding affinity (normalized) is 0.297. (7) The peptide sequence is RVISDGYFK. The MHC is Mamu-B8301 with pseudo-sequence Mamu-B8301. The binding affinity (normalized) is 0.669. (8) The peptide sequence is LARRPTPKK. The MHC is HLA-A11:01 with pseudo-sequence HLA-A11:01. The binding affinity (normalized) is 0.439.